Task: Regression. Given a peptide amino acid sequence and an MHC pseudo amino acid sequence, predict their binding affinity value. This is MHC class I binding data.. Dataset: Peptide-MHC class I binding affinity with 185,985 pairs from IEDB/IMGT (1) The peptide sequence is TTVNTLSER. The MHC is HLA-A11:01 with pseudo-sequence HLA-A11:01. The binding affinity (normalized) is 0.710. (2) The peptide sequence is FLLYILFLVK. The MHC is HLA-A03:01 with pseudo-sequence HLA-A03:01. The binding affinity (normalized) is 0.436. (3) The binding affinity (normalized) is 0.605. The MHC is HLA-B35:01 with pseudo-sequence HLA-B35:01. The peptide sequence is TPARVTGGVF.